This data is from Catalyst prediction with 721,799 reactions and 888 catalyst types from USPTO. The task is: Predict which catalyst facilitates the given reaction. (1) Reactant: [NH2:1][C@@H:2]([CH3:5])[CH2:3][OH:4].C(N(CC)CC)C.[C:13](O[C:13]([O:15][C:16]([CH3:19])([CH3:18])[CH3:17])=[O:14])([O:15][C:16]([CH3:19])([CH3:18])[CH3:17])=[O:14]. Product: [C:16]([O:15][C:13]([NH:1][C@@H:2]([CH3:5])[CH2:3][OH:4])=[O:14])([CH3:19])([CH3:18])[CH3:17]. The catalyst class is: 5. (2) Reactant: Cl[C:2]1[N:7]=[C:6]([NH:8][C:9]2[N:14]=[CH:13][C:12]3[N:15]=[C:16]([CH:21]([O:23][CH:24]4[CH2:29][CH2:28][CH2:27][CH2:26][O:25]4)[CH3:22])[N:17]([CH:18]([CH3:20])[CH3:19])[C:11]=3[CH:10]=2)[CH:5]=[CH:4][N:3]=1.[CH:30]1([S:33]([N:36]2[CH:40]=[C:39](B3OC(C)(C)C(C)(C)O3)[CH:38]=[N:37]2)(=[O:35])=[O:34])[CH2:32][CH2:31]1.C(=O)([O-])[O-].[Cs+].[Cs+]. Product: [CH:30]1([S:33]([N:36]2[CH:40]=[C:39]([C:2]3[N:7]=[C:6]([NH:8][C:9]4[N:14]=[CH:13][C:12]5[N:15]=[C:16]([CH:21]([O:23][CH:24]6[CH2:29][CH2:28][CH2:27][CH2:26][O:25]6)[CH3:22])[N:17]([CH:18]([CH3:20])[CH3:19])[C:11]=5[CH:10]=4)[CH:5]=[CH:4][N:3]=3)[CH:38]=[N:37]2)(=[O:34])=[O:35])[CH2:32][CH2:31]1. The catalyst class is: 203. (3) Reactant: C[Al](C)C.[CH3:5][CH:6]1[N:11]([CH3:12])[CH2:10][CH2:9][N:8]([C:13]2[S:17][C:16]([C:18]([O:20]CC)=O)=[CH:15][CH:14]=2)[CH2:7]1.Cl.[CH3:24][O:25][C:26]1[CH:27]=[C:28]([CH2:34][O:35][C:36]2[CH:37]=[C:38]([NH2:41])[NH:39][N:40]=2)[CH:29]=[C:30]([O:32][CH3:33])[CH:31]=1.C(C(C(C([O-])=O)O)O)([O-])=O.[Na+].[K+]. Product: [CH3:33][O:32][C:30]1[CH:29]=[C:28]([CH2:34][O:35][C:36]2[CH:37]=[C:38]([NH:41][C:18]([C:16]3[S:17][C:13]([N:8]4[CH2:9][CH2:10][N:11]([CH3:12])[CH:6]([CH3:5])[CH2:7]4)=[CH:14][CH:15]=3)=[O:20])[NH:39][N:40]=2)[CH:27]=[C:26]([O:25][CH3:24])[CH:31]=1. The catalyst class is: 727. (4) Reactant: C[O:2][C:3]([C:5]1[NH:6][C:7]([CH3:17])=[N:8][C:9]=1[C:10]1[CH:15]=[CH:14][C:13]([F:16])=[CH:12][CH:11]=1)=[O:4].CCO.[OH-].[K+].Cl. Product: [F:16][C:13]1[CH:12]=[CH:11][C:10]([C:9]2[N:8]=[C:7]([CH3:17])[NH:6][C:5]=2[C:3]([OH:4])=[O:2])=[CH:15][CH:14]=1. The catalyst class is: 6.